The task is: Predict the reaction yield, written as a fraction of the theoretical maximum amount of product (1.0 means a 100% yield; for example, 0.34 means a 34% yield).. This data is from Reaction yield outcomes from USPTO patents with 853,638 reactions. (1) The reactants are [F:1][C:2]1[CH:30]=[C:29]([F:31])[CH:28]=[CH:27][C:3]=1[O:4][C:5]1[CH:6]=[C:7]2[C:11](=[CH:12][C:13]=1[C:14]([NH:16][C@H:17]1[CH2:21][CH2:20][NH:19][C:18]1=[O:22])=[O:15])[N:10]([CH2:23][CH:24]([CH3:26])[CH3:25])[N:9]=[CH:8]2.N[C@H:33]1CCCCN[C:34]1=O. The yield is 0.940. The product is [F:1][C:2]1[CH:30]=[C:29]([F:31])[CH:28]=[CH:27][C:3]=1[O:4][C:5]1[CH:6]=[C:7]2[C:11](=[CH:12][C:13]=1[C:14]([NH:16][C@H:17]1[CH2:34][CH2:33][CH2:21][CH2:20][NH:19][C:18]1=[O:22])=[O:15])[N:10]([CH2:23][CH:24]([CH3:25])[CH3:26])[N:9]=[CH:8]2. The catalyst is ClCCl.C(OCC)(=O)C. (2) The reactants are [CH3:1][N:2]1[CH:10]=[C:9]2[C:4]([CH:5]=[CH:6][C:7]3[CH2:13][CH2:12][C:11](=[CH:14][CH2:15][NH2:16])[C:8]=32)=[N:3]1.C(N(CC)CC)C.[C:24](OC(=O)C)(=[O:26])[CH3:25]. The catalyst is O1CCCC1.C(=O)([O-])O.[Na+].C(OCC)(=O)C. The product is [CH3:1][N:2]1[CH:10]=[C:9]2[C:4]([CH:5]=[CH:6][C:7]3[CH2:13][CH2:12][C:11](=[CH:14][CH2:15][NH:16][C:24](=[O:26])[CH3:25])[C:8]=32)=[N:3]1. The yield is 0.820. (3) The reactants are [CH:1]1[C:10]2[C:5](=[CH:6][CH:7]=[CH:8][CH:9]=2)[CH:4]=[CH:3][C:2]=1[C:11]1[CH:12]([C:18]2[CH:23]=[CH:22][N:21]=[CH:20][C:19]=2[F:24])[CH2:13][C:14](=[O:17])[NH:15][N:16]=1.BrN1C(=O)CCC1=O. The catalyst is CS(C)=O.O. The product is [CH:1]1[C:10]2[C:5](=[CH:6][CH:7]=[CH:8][CH:9]=2)[CH:4]=[CH:3][C:2]=1[C:11]1[C:12]([C:18]2[CH:23]=[CH:22][N:21]=[CH:20][C:19]=2[F:24])=[CH:13][C:14](=[O:17])[NH:15][N:16]=1. The yield is 0.970. (4) The reactants are [NH2:1][C@H:2]([C:13]([OH:15])=[O:14])[CH2:3][C:4]1[C:12]2[C:7](=[CH:8][CH:9]=[CH:10][CH:11]=2)[NH:6][CH:5]=1.[OH-].[Na+].[CH2:18]=O.Cl. The catalyst is O. The product is [CH2:18]1[C:5]2[NH:6][C:7]3[C:12](=[CH:11][CH:10]=[CH:9][CH:8]=3)[C:4]=2[CH2:3][CH:2]([C:13]([OH:15])=[O:14])[NH:1]1. The yield is 0.850. (5) The catalyst is CN(C)C=O. The yield is 0.820. The reactants are [CH3:1][O:2][C:3]1[CH:27]=[CH:26][C:6]2[N:7]=[C:8]([NH:10][C:11]3[CH:16]=[C:15]([CH2:17][C:18]4[CH:23]=[CH:22][CH:21]=[CH:20][CH:19]=4)[N:14]=[C:13](SC)[N:12]=3)[S:9][C:5]=2[CH:4]=1.O[O:29][S:30]([O-:32])=O.[K+].O.Cl[CH2:36]Cl. The product is [CH3:1][O:2][C:3]1[CH:27]=[CH:26][C:6]2[N:7]=[C:8]([NH:10][C:11]3[CH:16]=[C:15]([CH2:17][C:18]4[CH:23]=[CH:22][CH:21]=[CH:20][CH:19]=4)[N:14]=[C:13]([S:30]([CH3:36])(=[O:32])=[O:29])[N:12]=3)[S:9][C:5]=2[CH:4]=1. (6) The reactants are Cl[C:2]1[C:11]2[C:6](=[CH:7][C:8]3[O:15][CH2:14][CH:13]([CH2:16][O:17][CH3:18])[O:12][C:9]=3[CH:10]=2)[N:5]=[CH:4][N:3]=1.[CH3:19][C:20]1[CH:21]=[C:22]([CH:24]=[C:25]([CH3:27])[CH:26]=1)[NH2:23]. No catalyst specified. The product is [CH3:19][C:20]1[CH:21]=[C:22]([NH:23][C:2]2[C:11]3[C:6](=[CH:7][C:8]4[O:15][CH2:14][CH:13]([CH2:16][O:17][CH3:18])[O:12][C:9]=4[CH:10]=3)[N:5]=[CH:4][N:3]=2)[CH:24]=[C:25]([CH3:27])[CH:26]=1. The yield is 0.290. (7) The reactants are C(O)(=O)C.[CH3:5][O:6][C:7]1[CH:8]=[C:9]2[C@H:26]3[C@H:17]([O:18][C:19]4[C:20]5[CH:31]=[CH:30][C:29]([CH3:33])([CH3:32])[O:28][C:21]=5[CH:22]=[CH:23][C:24]=4[C@H:25]3O)[CH2:16][O:15][C:10]2=[CH:11][C:12]=1[O:13][CH3:14]. The catalyst is O. The product is [CH3:5][O:6][C:7]1[CH:8]=[C:9]2[C:26]3[C@H:17]([O:18][C:19]4[C:20]5[CH:31]=[CH:30][C:29]([CH3:33])([CH3:32])[O:28][C:21]=5[CH:22]=[CH:23][C:24]=4[CH:25]=3)[CH2:16][O:15][C:10]2=[CH:11][C:12]=1[O:13][CH3:14]. The yield is 0.700. (8) The reactants are Cl[C:2]1[N:11]=[C:10]([NH:12][CH2:13][CH:14]([C:20]2[CH:25]=[CH:24][CH:23]=[CH:22][N:21]=2)[C:15]2[NH:16][CH:17]=[CH:18][CH:19]=2)[C:9]2[C:4](=[CH:5][CH:6]=[CH:7][CH:8]=2)[N:3]=1.[N:26]1[CH:27]=[CH:28][N:29]2[CH:34]=[C:33](B(O)O)[CH:32]=[CH:31][C:30]=12.C(NC1C2C(=CC=CC=2)N=C(C2SC3C=CC=CC=3C=2)N=1)(C1C=CC=CC=1)C1C=CC=CC=1. The product is [N:26]1[CH:27]=[CH:28][N:29]2[CH:34]=[C:33]([C:2]3[N:11]=[C:10]([NH:12][CH2:13][CH:14]([C:20]4[CH:25]=[CH:24][CH:23]=[CH:22][N:21]=4)[C:15]4[NH:16][CH:17]=[CH:18][CH:19]=4)[C:9]4[C:4](=[CH:5][CH:6]=[CH:7][CH:8]=4)[N:3]=3)[CH:32]=[CH:31][C:30]=12. The catalyst is C(Cl)(Cl)Cl.CO. The yield is 0.560. (9) The reactants are [CH2:1]([O:8][C:9]1[CH:14]=[CH:13][NH:12][C:11](=[O:15])[CH:10]=1)[C:2]1[CH:7]=[CH:6][CH:5]=[CH:4][CH:3]=1.Br[CH2:17][CH2:18][CH:19]([CH3:21])[CH3:20].N12CCCN=C1CCCCC2. The catalyst is CN(C)C=O. The product is [CH2:1]([O:8][C:9]1[CH:14]=[CH:13][N:12]([CH2:17][CH2:18][CH:19]([CH3:21])[CH3:20])[C:11](=[O:15])[CH:10]=1)[C:2]1[CH:3]=[CH:4][CH:5]=[CH:6][CH:7]=1. The yield is 0.420. (10) The reactants are [OH:1][CH2:2][C:3]1[CH:8]=[CH:7][C:6]([CH2:9][C:10]([OH:12])=[O:11])=[CH:5][CH:4]=1. The catalyst is C(Cl)(Cl)Cl.[O-2].[O-2].[Mn+4]. The product is [CH:2]([C:3]1[CH:8]=[CH:7][C:6]([CH2:9][C:10]([OH:12])=[O:11])=[CH:5][CH:4]=1)=[O:1]. The yield is 0.590.